From a dataset of TCR-epitope binding with 47,182 pairs between 192 epitopes and 23,139 TCRs. Binary Classification. Given a T-cell receptor sequence (or CDR3 region) and an epitope sequence, predict whether binding occurs between them. (1) The epitope is FLPRVFSAV. The TCR CDR3 sequence is CASSTAWTSGSYEQFF. Result: 0 (the TCR does not bind to the epitope). (2) Result: 0 (the TCR does not bind to the epitope). The TCR CDR3 sequence is CASSQIGGLAGAHSYNEQFF. The epitope is RLRPGGKKR. (3) The epitope is ALSKGVHFV. The TCR CDR3 sequence is CASSYADNEQFF. Result: 0 (the TCR does not bind to the epitope).